Dataset: Full USPTO retrosynthesis dataset with 1.9M reactions from patents (1976-2016). Task: Predict the reactants needed to synthesize the given product. (1) The reactants are: C([O:9][C:10]1[C:15](=[O:16])[N:14]2[CH2:17][CH2:18][CH2:19][C:13]2=[N:12][CH:11]=1)(=O)C1C=CC=CC=1.[F:20][C:21]1[CH:28]=[CH:27][C:24]([CH2:25][NH2:26])=[CH:23][CH:22]=1.[CH3:29][OH:30]. Given the product [F:20][C:21]1[CH:28]=[CH:27][C:24]([CH2:25][NH:26][C:29]([C:11]2[N:12]=[C:13]3[CH2:19][CH2:18][CH2:17][N:14]3[C:15](=[O:16])[C:10]=2[OH:9])=[O:30])=[CH:23][CH:22]=1, predict the reactants needed to synthesize it. (2) Given the product [O:7]1[CH2:12][CH2:11][CH:10]([O:13][C:2](=[O:3])[O:4][CH2:5][Cl:6])[CH2:9][CH2:8]1, predict the reactants needed to synthesize it. The reactants are: Cl[C:2]([O:4][CH2:5][Cl:6])=[O:3].[O:7]1[CH2:12][CH2:11][CH:10]([OH:13])[CH2:9][CH2:8]1. (3) Given the product [O:9]1[C:19]2[C:14](=[CH:15][CH:16]=[CH:17][CH:18]=2)[C:12](=[O:13])[CH:11]([C:20]2[CH:21]=[CH:22][CH:23]=[C:24]3[C:29]=2[O:28][CH:27]([C:30]2[CH:31]=[CH:32][CH:33]=[CH:34][CH:35]=2)[CH2:26][C:25]3=[O:36])[CH:10]1[C:37]1[CH:38]=[CH:39][CH:40]=[CH:41][CH:42]=1.[CH3:2][C:1]1([CH3:6])[O:4][O:3]1, predict the reactants needed to synthesize it. The reactants are: [C:1]([O-:4])(=[O:3])[CH3:2].[Na+].[CH2:6](O)C.[O:9]1[C:19]2[C:14](=[CH:15][CH:16]=[CH:17][CH:18]=2)[C:12](=[O:13])[CH:11]([C:20]2[CH:21]=[CH:22][CH:23]=[C:24]3[C:29]=2[O:28][CH:27]([C:30]2[CH:35]=[CH:34][CH:33]=[CH:32][CH:31]=2)[CH2:26][C:25]3=[O:36])[CH:10]1[C:37]1[CH:42]=[CH:41][CH:40]=[CH:39][CH:38]=1. (4) Given the product [CH3:1][C@H:2]1[CH2:6][CH2:5][CH2:4][N:3]1[C@H:7]1[CH2:11][CH2:10][N:9]([C:12]2[CH:13]=[C:14]3[C:19](=[CH:20][CH:21]=2)[CH2:18][N:17]([C:23]2[CH:28]=[CH:27][CH:26]=[C:25]([N:29]4[CH2:33][CH2:32][CH2:31][CH2:30]4)[N:24]=2)[CH2:16][CH2:15]3)[CH2:8]1, predict the reactants needed to synthesize it. The reactants are: [CH3:1][C@H:2]1[CH2:6][CH2:5][CH2:4][N:3]1[C@H:7]1[CH2:11][CH2:10][N:9]([C:12]2[CH:13]=[C:14]3[C:19](=[CH:20][CH:21]=2)[CH2:18][NH:17][CH2:16][CH2:15]3)[CH2:8]1.Br[C:23]1[CH:28]=[CH:27][CH:26]=[C:25]([N:29]2[CH2:33][CH2:32][CH2:31][CH2:30]2)[N:24]=1. (5) Given the product [Br:10][C:11]1[C:12]([OH:24])=[C:13]([C:18](=[O:23])[CH2:19][CH:20]([CH3:22])[CH3:21])[CH:14]=[CH:15][C:16]=1[O:17][CH2:7][CH2:2][CH2:3][CH2:4][O:9][C:3]1[CH:4]=[CH:5][CH:6]=[C:7]([F:8])[C:2]=1[F:1], predict the reactants needed to synthesize it. The reactants are: [F:1][C:2]1[C:7]([F:8])=[CH:6][CH:5]=[CH:4][C:3]=1[OH:9].[Br:10][C:11]1[C:12]([OH:24])=[C:13]([C:18](=[O:23])[CH2:19][CH:20]([CH3:22])[CH3:21])[CH:14]=[CH:15][C:16]=1[OH:17].